Dataset: Full USPTO retrosynthesis dataset with 1.9M reactions from patents (1976-2016). Task: Predict the reactants needed to synthesize the given product. (1) Given the product [CH2:1]([O:8][CH2:9][CH2:10][CH2:11][CH2:12][O:13][C:17]1[N:22]=[C:21]([NH:23][C:24](=[O:29])[C:25]([CH3:26])([CH3:27])[CH3:28])[C:20]([CH:30]=[O:31])=[CH:19][CH:18]=1)[C:2]1[CH:7]=[CH:6][CH:5]=[CH:4][CH:3]=1, predict the reactants needed to synthesize it. The reactants are: [CH2:1]([O:8][CH2:9][CH2:10][CH2:11][CH2:12][OH:13])[C:2]1[CH:7]=[CH:6][CH:5]=[CH:4][CH:3]=1.[H-].[Na+].Cl[C:17]1[N:22]=[C:21]([NH:23][C:24](=[O:29])[C:25]([CH3:28])([CH3:27])[CH3:26])[C:20]([CH:30]=[O:31])=[CH:19][CH:18]=1.[NH4+].[Cl-]. (2) Given the product [CH3:8][C:4]1[CH:5]=[CH:6][CH:7]=[C:2]([C:14]#[C:13][Si:10]([CH3:12])([CH3:11])[CH3:9])[N:3]=1, predict the reactants needed to synthesize it. The reactants are: Br[C:2]1[CH:7]=[CH:6][CH:5]=[C:4]([CH3:8])[N:3]=1.[CH3:9][Si:10]([C:13]#[CH:14])([CH3:12])[CH3:11]. (3) The reactants are: [CH3:1][O:2][C:3](=[O:17])[CH2:4][CH2:5][CH2:6][CH2:7][CH2:8][S:9][C:10]1[CH:15]=[CH:14][C:13](Br)=[CH:12][CH:11]=1.[Cl:18][C:19]1[CH:24]=[CH:23][C:22](B(O)O)=[CH:21][CH:20]=1.C(=O)([O-])[O-].[Cs+].[Cs+]. Given the product [CH3:1][O:2][C:3](=[O:17])[CH2:4][CH2:5][CH2:6][CH2:7][CH2:8][S:9][C:10]1[CH:15]=[CH:14][C:13]([C:22]2[CH:23]=[CH:24][C:19]([Cl:18])=[CH:20][CH:21]=2)=[CH:12][CH:11]=1, predict the reactants needed to synthesize it. (4) Given the product [OH:1][C:2]1[C:3]([C:18]([NH:20][CH2:21][C:22]([OH:24])=[O:23])=[O:19])=[C:4]2[C:9](=[CH:10][CH:11]=1)[N:8]=[C:7]([C:12]1[CH:17]=[CH:16][CH:15]=[CH:14][CH:13]=1)[CH:6]=[N:5]2, predict the reactants needed to synthesize it. The reactants are: [OH:1][C:2]1[C:3]([C:18]([NH:20][CH2:21][C:22]([O:24]CC)=[O:23])=[O:19])=[C:4]2[C:9](=[CH:10][CH:11]=1)[N:8]=[C:7]([C:12]1[CH:17]=[CH:16][CH:15]=[CH:14][CH:13]=1)[CH:6]=[N:5]2.[OH-].[Na+]. (5) Given the product [CH3:23][O:22][C:12]1[C:10]2[N:11]=[C:7]([C:5]3[NH:4][CH:3]=[C:2]([CH2:24][C:25]4[S:26][CH:27]=[CH:28][CH:29]=4)[N:37]=3)[S:8][C:9]=2[C:15]([N:16]2[CH2:21][CH2:20][O:19][CH2:18][CH2:17]2)=[CH:14][CH:13]=1, predict the reactants needed to synthesize it. The reactants are: O=[C:2]([CH2:24][C:25]1[S:26][CH:27]=[CH:28][CH:29]=1)[CH2:3][NH:4][C:5]([C:7]1[S:8][C:9]2[C:15]([N:16]3[CH2:21][CH2:20][O:19][CH2:18][CH2:17]3)=[CH:14][CH:13]=[C:12]([O:22][CH3:23])[C:10]=2[N:11]=1)=O.FC(F)(F)C([O-])=O.[NH4+:37]. (6) Given the product [CH3:40][C:31]1[C:32](=[O:33])[C:34](=[O:39])[CH2:35][C:36]([CH3:37])([CH3:38])[C:30]=1/[CH:29]=[CH:28]/[C:27](/[CH3:41])=[CH:26]/[CH:25]=[CH:24]/[C:23](/[CH3:42])=[CH:22]/[CH:21]=[CH:20]/[CH:19]=[C:18](\[CH3:43])/[CH:17]=[CH:16]/[CH:15]=[C:14](\[CH3:44])/[CH:13]=[CH:12]/[C:3]1[C:4]([CH3:11])([CH3:10])[CH2:5][C:6](=[O:9])[C:7](=[O:8])[C:2]=1[CH3:1], predict the reactants needed to synthesize it. The reactants are: [CH3:1][C:2]1[C:7](=[O:8])[C@@H:6]([OH:9])[CH2:5][C:4]([CH3:11])([CH3:10])[C:3]=1/[CH:12]=[CH:13]/[C:14](/[CH3:44])=[CH:15]/[CH:16]=[CH:17]/[C:18](/[CH3:43])=[CH:19]/[CH:20]=[CH:21]/[CH:22]=[C:23](\[CH3:42])/[CH:24]=[CH:25]/[CH:26]=[C:27](\[CH3:41])/[CH:28]=[CH:29]/[C:30]1[C:36]([CH3:38])([CH3:37])[CH2:35][C@H:34]([OH:39])[C:32](=[O:33])[C:31]=1[CH3:40].C[O-].[Na+]. (7) Given the product [O:25]1[CH:29]=[CH:28][CH:27]=[C:26]1[C:30]1[NH:34][N:33]=[C:32]([NH:35][C:13]([CH:14]2[C:15]3[C:16](=[CH:20][CH:21]=[CH:22][CH:23]=3)[C:17](=[O:19])[N:12]([CH2:11][CH2:10][O:9][CH3:8])[CH:6]2[C:2]2[S:1][CH:5]=[CH:4][CH:3]=2)=[O:24])[CH:31]=1, predict the reactants needed to synthesize it. The reactants are: [S:1]1[CH:5]=[CH:4][CH:3]=[C:2]1[CH:6]=O.[CH3:8][O:9][CH2:10][CH2:11][NH2:12].[C:13]1(=[O:24])[O:19][C:17](=O)[C:16]2=[CH:20][CH:21]=[CH:22][CH:23]=[C:15]2[CH2:14]1.[O:25]1[CH:29]=[CH:28][CH:27]=[C:26]1[C:30]1[NH:34][N:33]=[C:32]([NH2:35])[CH:31]=1. (8) Given the product [F:1][CH2:2][CH2:3][O:4][CH2:5][CH2:6][O:7][CH2:8][CH2:9][O:10][C:11]1[CH:23]=[C:22]2[C:14]([C:15]3[CH:16]=[CH:17][C:18]([NH2:24])=[CH:19][C:20]=3[NH:21]2)=[CH:13][CH:12]=1, predict the reactants needed to synthesize it. The reactants are: [F:1][CH2:2][CH2:3][O:4][CH2:5][CH2:6][O:7][CH2:8][CH2:9][O:10][C:11]1[CH:23]=[C:22]2[C:14]([C:15]3[CH:16]=[CH:17][C:18]([NH:24]C(=O)OC(C)(C)C)=[CH:19][C:20]=3[NH:21]2)=[CH:13][CH:12]=1.Cl. (9) Given the product [Na+:14].[NH2:1][CH2:2][C@@H:3]([CH2:9][CH:10]([CH3:12])[CH3:11])[CH2:4][C:5]([O-:7])=[O:6], predict the reactants needed to synthesize it. The reactants are: [NH2:1][CH2:2][C@@H:3]([CH2:9][CH:10]([CH3:12])[CH3:11])[CH2:4][C:5]([O:7]C)=[O:6].[OH-].[Na+:14]. (10) Given the product [CH:25]1([C:15]([CH:12]2[CH2:13][CH2:14][CH:9]([N:8]([CH2:1][C:2]3[CH:7]=[CH:6][CH:5]=[CH:4][CH:3]=3)[CH2:18][C:19]3[CH:24]=[CH:23][CH:22]=[CH:21][CH:20]=3)[CH2:10][CH2:11]2)([OH:17])[CH3:16])[CH2:27][CH2:26]1, predict the reactants needed to synthesize it. The reactants are: [CH2:1]([N:8]([CH2:18][C:19]1[CH:24]=[CH:23][CH:22]=[CH:21][CH:20]=1)[CH:9]1[CH2:14][CH2:13][CH:12]([C:15](=[O:17])[CH3:16])[CH2:11][CH2:10]1)[C:2]1[CH:7]=[CH:6][CH:5]=[CH:4][CH:3]=1.[CH:25]1([Mg]Br)[CH2:27][CH2:26]1.